From a dataset of Catalyst prediction with 721,799 reactions and 888 catalyst types from USPTO. Predict which catalyst facilitates the given reaction. (1) Reactant: [NH2:1][C@H:2]1[CH2:6][N:5]([C:7]([O:9][C:10]([CH3:13])([CH3:12])[CH3:11])=[O:8])[C@H:4]([CH2:14][O:15][Si:16]([C:29]([CH3:32])([CH3:31])[CH3:30])([C:23]2[CH:28]=[CH:27][CH:26]=[CH:25][CH:24]=2)[C:17]2[CH:22]=[CH:21][CH:20]=[CH:19][CH:18]=2)[CH2:3]1.[CH3:33]C(O)=O.C=O.[BH3-]C#N.[Na+]. Product: [C:10]([O:9][C:7]([N:5]1[CH2:6][C@H:2]([NH:1][CH3:33])[CH2:3][C@H:4]1[CH2:14][O:15][Si:16]([C:29]([CH3:32])([CH3:31])[CH3:30])([C:23]1[CH:28]=[CH:27][CH:26]=[CH:25][CH:24]=1)[C:17]1[CH:18]=[CH:19][CH:20]=[CH:21][CH:22]=1)=[O:8])([CH3:13])([CH3:11])[CH3:12]. The catalyst class is: 5. (2) Reactant: [Li+].CC([N-]C(C)C)C.[NH2:9][C:10]1[C:22]([Br:23])=[CH:21][C:13]2[C:14]([C:17]([NH:19][CH3:20])=[O:18])=[CH:15][O:16][C:12]=2[CH:11]=1.[B:24](OC)([O:27]C)[O:25]C.[NH4+].[Cl-]. Product: [NH2:9][C:10]1[C:22]([Br:23])=[CH:21][C:13]2[C:14]([C:17](=[O:18])[NH:19][CH3:20])=[C:15]([B:24]([OH:27])[OH:25])[O:16][C:12]=2[CH:11]=1. The catalyst class is: 1. (3) The catalyst class is: 404. Product: [CH3:1][O:2][C:3]1[CH:21]=[CH:20][C:6]([C:7]2[N:22]=[C:23]3[NH:24][N:25]=[C:26]([CH3:28])[C:27]3=[C:18]3[C:17]4[CH:16]=[CH:15][CH:14]=[CH:13][C:12]=4[O:11][C:10](=[O:19])[C:9]=23)=[CH:5][CH:4]=1. Reactant: [CH3:1][O:2][C:3]1[CH:21]=[CH:20][C:6]([C:7]([C:9]2[C:10](=[O:19])[O:11][C:12]3[C:17]([CH:18]=2)=[CH:16][CH:15]=[CH:14][CH:13]=3)=O)=[CH:5][CH:4]=1.[NH2:22][C:23]1[CH:27]=[C:26]([CH3:28])[NH:25][N:24]=1.C([O-])(=O)C.[NH4+].C(OCC)C. (4) Reactant: [C:1]([N:9]=[C:10]=[S:11])(=[O:8])[C:2]1[CH:7]=[CH:6][CH:5]=[CH:4][CH:3]=1.[CH:12]1([NH2:20])[CH2:19][CH2:18][CH2:17][CH2:16][CH2:15][CH2:14][CH2:13]1. Product: [C:1]([NH:9][C:10]([NH:20][CH:12]1[CH2:19][CH2:18][CH2:17][CH2:16][CH2:15][CH2:14][CH2:13]1)=[S:11])(=[O:8])[C:2]1[CH:7]=[CH:6][CH:5]=[CH:4][CH:3]=1. The catalyst class is: 22. (5) Reactant: [OH-].[Na+].[Cl:3][C:4]1[CH:5]=[C:6]([CH2:16][C:17]2[O:21][C:20]([C:22]([O:24]C)=[O:23])=[CH:19][CH:18]=2)[C:7]2[O:11][C:10]([CH:12]([CH3:14])[CH3:13])=[CH:9][C:8]=2[CH:15]=1. Product: [Cl:3][C:4]1[CH:5]=[C:6]([CH2:16][C:17]2[O:21][C:20]([C:22]([OH:24])=[O:23])=[CH:19][CH:18]=2)[C:7]2[O:11][C:10]([CH:12]([CH3:13])[CH3:14])=[CH:9][C:8]=2[CH:15]=1. The catalyst class is: 5. (6) Reactant: [Li+].[OH-].C[O:4][C:5](=[O:43])[CH2:6][NH:7][C:8]([C:10]1[C:19]2[C:14](=[CH:15][CH:16]=[CH:17][CH:18]=2)[C:13]([C:20]2[CH2:24][C:23]([C:29]3[CH:34]=[C:33]([C:35]([F:38])([F:37])[F:36])[CH:32]=[C:31]([C:39]([F:42])([F:41])[F:40])[CH:30]=3)([C:25]([F:28])([F:27])[F:26])[O:22][N:21]=2)=[CH:12][CH:11]=1)=[O:9]. Product: [F:38][C:35]([F:36])([F:37])[C:33]1[CH:34]=[C:29]([C:23]2([C:25]([F:26])([F:27])[F:28])[O:22][N:21]=[C:20]([C:13]3[C:14]4[C:19](=[CH:18][CH:17]=[CH:16][CH:15]=4)[C:10]([C:8]([NH:7][CH2:6][C:5]([OH:43])=[O:4])=[O:9])=[CH:11][CH:12]=3)[CH2:24]2)[CH:30]=[C:31]([C:39]([F:40])([F:42])[F:41])[CH:32]=1. The catalyst class is: 30. (7) Reactant: [CH3:1][O:2][C:3]1[CH:16]=[CH:15][C:6]([CH2:7][N:8]2[CH:12]=[C:11]([CH2:13][NH2:14])[N:10]=[N:9]2)=[CH:5][CH:4]=1.CO[C:19]1[CH:32]=[CH:31][C:22]([CH2:23][N:24]2[C:28](CN)=CN=N2)=[CH:21][CH:20]=1.C([O:36][BH-:37](OC(=O)C)[O:38]C(=O)C)(=O)C.[Na+].COC1C=CC(CN2C=C(CN[CH2:61][C:62]3[CH:67]=[CH:66][C:65]([B:68]([OH:70])[OH:69])=[CH:64][CH:63]=3)N=N2)=CC=1.COC1C=CC(CN2C(CNCC3C=CC(B(O)O)=CC=3)=CN=N2)=CC=1.C(=O)([O-])[O-].[K+].[K+].[C:105](OC(OC(C)(C)C)=O)([O:107][C:108]([CH3:111])([CH3:110])[CH3:109])=[O:106].O1CCCC1. Product: [C:108]([O:107][C:105]([N:14]([CH2:61][C:62]1[CH:63]=[CH:64][C:65]([B:68]([OH:69])[OH:70])=[CH:66][CH:67]=1)[CH2:13][C:11]1[N:10]=[N:9][N:8]([CH2:7][C:6]2[CH:5]=[CH:4][C:3]([O:2][CH3:1])=[CH:16][CH:15]=2)[CH:12]=1)=[O:106])([CH3:111])([CH3:110])[CH3:109].[C:108]([O:107][C:105]([N:24]([CH2:23][C:22]1[CH:21]=[CH:20][C:19]([B:37]([OH:38])[OH:36])=[CH:32][CH:31]=1)[CH2:28][C:12]1[N:8]([CH2:7][C:6]2[CH:5]=[CH:4][C:3]([O:2][CH3:1])=[CH:16][CH:15]=2)[N:9]=[N:10][CH:11]=1)=[O:106])([CH3:111])([CH3:110])[CH3:109]. The catalyst class is: 69.